This data is from Peptide-MHC class II binding affinity with 134,281 pairs from IEDB. The task is: Regression. Given a peptide amino acid sequence and an MHC pseudo amino acid sequence, predict their binding affinity value. This is MHC class II binding data. (1) The peptide sequence is SMEYNCPNLSPREEP. The MHC is HLA-DQA10501-DQB10402 with pseudo-sequence HLA-DQA10501-DQB10402. The binding affinity (normalized) is 0.396. (2) The peptide sequence is SEMFMPRSIGGPVSS. The MHC is DRB1_0901 with pseudo-sequence DRB1_0901. The binding affinity (normalized) is 0.574.